Dataset: NCI-60 drug combinations with 297,098 pairs across 59 cell lines. Task: Regression. Given two drug SMILES strings and cell line genomic features, predict the synergy score measuring deviation from expected non-interaction effect. Drug 1: C1=CC(=CC=C1C#N)C(C2=CC=C(C=C2)C#N)N3C=NC=N3. Drug 2: C(=O)(N)NO. Cell line: A549. Synergy scores: CSS=3.30, Synergy_ZIP=-1.80, Synergy_Bliss=-3.21, Synergy_Loewe=1.56, Synergy_HSA=-1.53.